From a dataset of Full USPTO retrosynthesis dataset with 1.9M reactions from patents (1976-2016). Predict the reactants needed to synthesize the given product. (1) Given the product [Cl:1][C:2]1[N:3]=[C:4]([N:15]2[CH2:20][CH2:19][O:18][CH2:17][CH2:16]2)[C:5]2[N:11]=[C:10]([C:12]([N:21]3[CH2:26][CH2:25][CH:24]([C:27]([OH:30])([CH3:29])[CH3:28])[CH2:23][CH2:22]3)=[O:14])[CH:9]=[CH:8][C:6]=2[N:7]=1, predict the reactants needed to synthesize it. The reactants are: [Cl:1][C:2]1[N:3]=[C:4]([N:15]2[CH2:20][CH2:19][O:18][CH2:17][CH2:16]2)[C:5]2[N:11]=[C:10]([C:12]([OH:14])=O)[CH:9]=[CH:8][C:6]=2[N:7]=1.[NH:21]1[CH2:26][CH2:25][CH:24]([C:27]([OH:30])([CH3:29])[CH3:28])[CH2:23][CH2:22]1.CCN(C(C)C)C(C)C. (2) Given the product [O:1]=[C:2]1[C:7]2[CH:8]=[CH:9][CH:10]=[CH:11][C:6]=2[S:5][C:4]([C:12]2[N:17]=[C:16]([CH2:18][CH2:19][CH2:20][CH2:21][C:22]([OH:24])=[O:23])[CH:15]=[CH:14][CH:13]=2)=[N:3]1, predict the reactants needed to synthesize it. The reactants are: [O:1]=[C:2]1[C:7]2[CH:8]=[CH:9][CH:10]=[CH:11][C:6]=2[S:5][C:4]([C:12]2[N:17]=[C:16]([CH2:18][CH2:19][CH2:20][CH2:21][C:22]([O:24]CC[Si](C)(C)C)=[O:23])[CH:15]=[CH:14][CH:13]=2)=[N:3]1.[F-].C([N+](CCCC)(CCCC)CCCC)CCC.O1CCCC1. (3) Given the product [O:16]1[CH2:20][CH2:19][O:18][CH:17]1[CH:21]=[CH:11][C:10]1[CH:13]=[CH:14][C:7]([C:2]2[CH:3]=[CH:4][CH:5]=[CH:6][N:1]=2)=[CH:8][CH:9]=1, predict the reactants needed to synthesize it. The reactants are: [N:1]1[CH:6]=[CH:5][CH:4]=[CH:3][C:2]=1[C:7]1[CH:14]=[CH:13][C:10]([CH:11]=O)=[CH:9][CH:8]=1.[Br-].[O:16]1[CH2:20][CH2:19][O:18][CH:17]1[CH2:21][P+](C1C=CC=CC=1)(C1C=CC=CC=1)C1C=CC=CC=1.COCCOCCN(CCOCCOC)CCOCCOC.C(=O)([O-])[O-].[K+].[K+]. (4) Given the product [C:13]([O:16][CH2:5][CH2:4][CH2:3][CH2:2][CH2:1][OH:7])(=[O:14])[C:20]1[CH:25]=[CH:24][CH:23]=[CH:22][CH:21]=1, predict the reactants needed to synthesize it. The reactants are: [CH:1]([OH:7])(O)[CH2:2][CH2:3][CH2:4][CH3:5].C[Sn](Cl)(Cl)C.[C:13]([O-:16])([O-])=[O:14].[K+].[K+].C(Cl)(=O)[C:20]1[CH:25]=[CH:24][CH:23]=[CH:22][CH:21]=1. (5) Given the product [CH2:1]([N:4]1[C:13](=[O:14])[C:12]2[NH:11][C:10]([Br:27])=[N:9][C:8]=2[N:7]([CH2:15][C:16]2[CH:21]=[CH:20][CH:19]=[CH:18][CH:17]=2)[C:5]1=[O:6])[CH2:2][CH3:3], predict the reactants needed to synthesize it. The reactants are: [CH2:1]([N:4]1[C:13](=[O:14])[C:12]2[NH:11][CH:10]=[N:9][C:8]=2[N:7]([CH2:15][C:16]2[CH:21]=[CH:20][CH:19]=[CH:18][CH:17]=2)[C:5]1=[O:6])[CH2:2][CH3:3].CC(O[Na])=O.[Br:27]Br. (6) Given the product [OH:8][CH2:7][C:6]1[CH:5]=[C:4]([CH:12]=[CH:11][CH:10]=1)[C:3]([O:2][CH3:1])=[O:13], predict the reactants needed to synthesize it. The reactants are: [CH3:1][O:2][C:3](=[O:13])[C:4]1[CH:12]=[CH:11][CH:10]=[C:6]([C:7]([O-])=[O:8])[CH:5]=1.B.C1COCC1.CO. (7) Given the product [CH2:4]=[CH:3][C:5]1[CH:10]=[CH:9][CH:8]=[CH:7][CH:6]=1.[CH2:1]=[CH2:2], predict the reactants needed to synthesize it. The reactants are: [CH3:1][CH3:2].[CH2:3]([C:5]1[CH:10]=[CH:9][CH:8]=[CH:7][CH:6]=1)[CH3:4].